This data is from Drug-target binding data from BindingDB using IC50 measurements. The task is: Regression. Given a target protein amino acid sequence and a drug SMILES string, predict the binding affinity score between them. We predict pIC50 (pIC50 = -log10(IC50 in M); higher means more potent). Dataset: bindingdb_ic50. (1) The small molecule is COCCNC(=O)N1CC[C@H](Oc2ccc(-c3ncnc(Nc4ccc(N5CCN(C6COC6)CC5)cc4)n3)cc2C#N)[C@H](F)C1. The target protein (O60674) has sequence MGMACLTMTEMEGTSTSSIYQNGDISGNANSMKQIDPVLQVYLYHSLGKSEADYLTFPSGEYVAEEICIAASKACGITPVYHNMFALMSETERIWYPPNHVFHIDESTRHNVLYRIRFYFPRWYCSGSNRAYRHGISRGAEAPLLDDFVMSYLFAQWRHDFVHGWIKVPVTHETQEECLGMAVLDMMRIAKENDQTPLAIYNSISYKTFLPKCIRAKIQDYHILTRKRIRYRFRRFIQQFSQCKATARNLKLKYLINLETLQSAFYTEKFEVKEPGSGPSGEEIFATIIITGNGGIQWSRGKHKESETLTEQDLQLYCDFPNIIDVSIKQANQEGSNESRVVTIHKQDGKNLEIELSSLREALSFVSLIDGYYRLTADAHHYLCKEVAPPAVLENIQSNCHGPISMDFAISKLKKAGNQTGLYVLRCSPKDFNKYFLTFAVERENVIEYKHCLITKNENEEYNLSGTKKNFSSLKDLLNCYQMETVRSDNIIFQFTKCCP.... The pIC50 is 3.0. (2) The compound is CC(=O)Nc1ccc(C(=O)COc2cc(C)cc(=O)[nH]2)cc1. The target protein (O15379) has sequence MAKTVAYFYDPDVGNFHYGAGHPMKPHRLALTHSLVLHYGLYKKMIVFKPYQASQHDMCRFHSEDYIDFLQRVSPTNMQGFTKSLNAFNVGDDCPVFPGLFEFCSRYTGASLQGATQLNNKICDIAINWAGGLHHAKKFEASGFCYVNDIVIGILELLKYHPRVLYIDIDIHHGDGVQEAFYLTDRVMTVSFHKYGNYFFPGTGDMYEVGAESGRYYCLNVPLRDGIDDQSYKHLFQPVINQVVDFYQPTCIVLQCGADSLGCDRLGCFNLSIRGHGECVEYVKSFNIPLLVLGGGGYTVRNVARCWTYETSLLVEEAISEELPYSEYFEYFAPDFTLHPDVSTRIENQNSRQYLDQIRQTIFENLKMLNHAPSVQIHDVPADLLTYDRTDEADAEERGPEENYSRPEAPNEFYDGDHDNDKESDVEI. The pIC50 is 4.0. (3) The compound is O=C(O)c1ccc(-c2ccc(O[C@H]3O[C@H](CO)[C@@H](O)[C@H](O)[C@@H]3O)cc2)cc1. The target protein (Q8WTT0) has sequence MVPEEEPQDREKGLWWFQLKVWSMAVVSILLLSVCFTVSSVVPHNFMYSKTVKRLSKLREYQQYHPSLTCVMEGKDIEDWSCCPTPWTSFQSSCYFISTGMQSWTKSQKNCSVMGADLVVINTREEQDFIIQNLKRNSSYFLGLSDPGGRRHWQWVDQTPYNENVTFWHSGEPNNLDERCAIINFRSSEEWGWNDIHCHVPQKSICKMKKIYI. The pIC50 is 3.0. (4) The drug is Oc1cc(O)c2c(c1)O[C@H](c1ccc(O)c(O)c1)[C@H](O)C2. The target protein (P11412) has sequence MSEGPVKFEKNTVISVFGASGDLAKKKTFPALFGLFREGYLDPSTKIFGYARSKLSMEEDLKSRVLPHLKKPHGEADDSKVEQFFKMVSYISGNYDTDEGFDELRTQIEKFEKSANVDVPHRLFYLALPPSVFLTVAKQIKSRVYAENGITRVIVEKPFGHDLASARELQKNLGPLFKEEELYRIDHYLGKELVKNLLVLRFGNQFLNASWNRDNIQSVQISFKERFGTEGRGGYFDSIGIIRDVMQNHLLQIMTLLTMERPVSFDPESIRDEKVKVLKAVAPIDTDDVLLGQYGKSEDGSKPAYVDDDTVDKDSKCVTFAAMTFNIENERWEGVPIMMRAGKALNESKVEIRLQYKAVASGVFKDIPNNELVIRVQPDAAVYLKFNAKTPGLSNATQVTDLNLTYASRYQDFWIPEAYEVLIRDALLGDHSNFVRDDELDISWGIFTPLLKHIERPDGPTPEIYPYGSRGPKGLKEYMQKHKYVMPEKHPYAWPVTKPE.... The pIC50 is 3.0. (5) The small molecule is OC[C@H]1NC[C@H](O)[C@@H](O)[C@@H]1O. The pIC50 is 3.7. The target protein (Q2KHZ8) has sequence MELSSPSREEYPMPRGRVGIMAASLMGLLLLHTVSWVSGARPCSPKSFGYSSVVCVCNGTYCDSLDPLTLPDPGTFSRFESTRSGRRMELSLGTIQANRTGTGLLLTLQPDQKFQKVKGFGGAMTDAAALNILALSPAARNLLLKSYFSEEGIEYNIIRVPMASCDFSIRTYTYDDSPDDFQLLNFSLPEEDVKLKIPLIHQALELANRSVSLFASPWTSPTWLKTNGAVNGKGTLKGQAGDLYHKTWARYFVKFLDAYAEHKLRFWAVTAENEPTAGLLTGYPFQCLGFTPEHQRDFIARDLGPILANSTHRDVRLLMLDDQRLLLPRWAQVVLADPEAAKYVHGIAVHWYLDFLAPAKATLGETHRLFPNTMLFASEACVGSKFWEQSVRLGSWDRGMRYSHSIITNLLYHVVGWTDWNLALNPEGGPNWVRNFVDSPIIVDIAKDTFYKQPMFYHLGHFSKFIPEGSQRVGLVASKKSDLDTVALLRPDGSAVAVVL.... (6) The drug is O[C@@H]1CCc2ccccc21. The target protein sequence is MSVKWTSVILLIQLSFCFSSGNCGKVLVWAAEYSHWMNIKTILDELIQRGHEVTVLASSASILFDPNNSSALKIEIYPTSLTKTELENFIMQQIKRWSDLPKDTFWLYFSQVQEIMSIFGDITRKFCKDVVSNKKFMKKVQESRFDVIFADAIFPCSELLAELFNIPFVYSLSFSPGYTFEKHSGGFIFPPSYVPVVMSELTDQMTFMERVKNMIYVLYFDFWFEIFDMKKWDQFYSEVLGRPTTLSETMGKADVWLIRNSWNFQFPHPLLPNVDFVGGLHCKPAKPLPKEMEDFVQSSGENGVVVFSLGSMVSNMTEERANVIASALAQIPQKVLWRFDGNKPDTLGLNTRLYKWIPQNDLLGHPKTRAFITHGGANGIYEAIYHGIPMVGIPLFADQPDNIAHMKARGAAVRVDFNTMSSTDLLNALKRVINDPSYKENVMKLSRIQHDQPVKPLDRAVFWIEFVMRHKGAKHLRVAAHDLTWFQYHSLDVIGFLLVC.... The pIC50 is 3.6. (7) The drug is CC1(C)NC(=O)N(CC(O)COc2ccccc2C2CCCC2)C1=O. The target protein (O86309) has sequence MAMDLGGYLTRIGLDGRPRPDLGTLHAIVAAHNRSIPFENLDPLLGIPVADLSAEALFAKLVDRRRGGYCYEHNGLLGYVLEELGFEVERLSGRVVWMRADDAPLPAQTHNVLSVAVPGADGRYLVDVGFGGQTLTSPIRLEAGPVQQTRHEPYRLTRHGDDHTLAAQVRGEWQPLYTFTTEPRPRIDLEVGSWYVSTHPGSHFVTGLTVAVVTDDARYNLRGRNLAVHRSGATEHIRFDSAAQVLDAIVNRFGIDLGDLAGRDVQARVAEVLDT. The pIC50 is 5.0.